This data is from Reaction yield outcomes from USPTO patents with 853,638 reactions. The task is: Predict the reaction yield, written as a fraction of the theoretical maximum amount of product (1.0 means a 100% yield; for example, 0.34 means a 34% yield). (1) The reactants are [H-].[H-].[H-].[H-].[Li+].[Al+3].[CH3:7][O:8][C:9]1[CH:18]=[C:17]2[C:12]([C:13](=[N:27]O)[CH:14]([C:19]3[CH:24]=[CH:23][C:22](OC)=[CH:21][CH:20]=3)[CH2:15][O:16]2)=[CH:11][CH:10]=1.C[CH2:30][O:31]CC. The catalyst is C1COCC1. The product is [CH3:7][O:8][C:9]1[CH:10]=[CH:11][C:12]2[NH:27][CH2:13][CH:14]([C:19]3[CH:20]=[CH:21][CH:22]=[C:23]([O:31][CH3:30])[CH:24]=3)[CH2:15][O:16][C:17]=2[CH:18]=1. The yield is 0.390. (2) The reactants are Br[C:2]1[CH:3]=[CH:4][C:5]([CH3:11])=[C:6]([CH:10]=1)[C:7]([OH:9])=[O:8].[F:12][C:13]1[CH:14]=[C:15](B(O)O)[CH:16]=[CH:17][CH:18]=1.CN(C=O)C.C([O-])([O-])=O.[Na+].[Na+]. The catalyst is CCO.C1C=CC([P]([Pd]([P](C2C=CC=CC=2)(C2C=CC=CC=2)C2C=CC=CC=2)([P](C2C=CC=CC=2)(C2C=CC=CC=2)C2C=CC=CC=2)[P](C2C=CC=CC=2)(C2C=CC=CC=2)C2C=CC=CC=2)(C2C=CC=CC=2)C2C=CC=CC=2)=CC=1.O. The product is [F:12][C:13]1[CH:18]=[C:17]([C:2]2[CH:3]=[CH:4][C:5]([CH3:11])=[C:6]([CH:10]=2)[C:7]([OH:9])=[O:8])[CH:16]=[CH:15][CH:14]=1. The yield is 0.680. (3) The reactants are C(OC([N:8]1[CH2:13][CH2:12][N:11]([CH2:14][C:15]2[C:16](=[O:34])[N:17]([CH2:30][CH:31]3[CH2:33][CH2:32]3)[N:18]=[C:19]([C:21]3[CH:26]=[CH:25][C:24]([O:27][CH3:28])=[C:23]([F:29])[CH:22]=3)[CH:20]=2)[CH2:10][CH2:9]1)=O)(C)(C)C.C(=O)([O-])[O-].[K+].[K+]. The catalyst is O. The product is [CH:31]1([CH2:30][N:17]2[C:16](=[O:34])[C:15]([CH2:14][N:11]3[CH2:12][CH2:13][NH:8][CH2:9][CH2:10]3)=[CH:20][C:19]([C:21]3[CH:26]=[CH:25][C:24]([O:27][CH3:28])=[C:23]([F:29])[CH:22]=3)=[N:18]2)[CH2:33][CH2:32]1. The yield is 0.692. (4) The reactants are Br[C:2]1[CH:3]=[CH:4][C:5]([N+:8]([O-:10])=[O:9])=[N:6][CH:7]=1.[H-].[Na+].[CH3:13][N:14]1[CH:18]=[CH:17][C:16]([NH:19][C:20]2[C:29]3[C:24](=[CH:25][CH:26]=[C:27]([OH:30])[CH:28]=3)[N:23]=[CH:22][N:21]=2)=[N:15]1. The catalyst is CN(C)C=O. The product is [CH3:13][N:14]1[CH:18]=[CH:17][C:16]([NH:19][C:20]2[C:29]3[C:24](=[CH:25][CH:26]=[C:27]([O:30][C:2]4[CH:7]=[N:6][C:5]([N+:8]([O-:10])=[O:9])=[CH:4][CH:3]=4)[CH:28]=3)[N:23]=[CH:22][N:21]=2)=[N:15]1. The yield is 0.770. (5) The reactants are [C:1]([O:5][C:6]([N:8]1[CH2:16][C:15]2[C:10](=[CH:11][CH:12]=[C:13](Br)[CH:14]=2)[CH2:9]1)=[O:7])([CH3:4])([CH3:3])[CH3:2].C1C=CC(P(C2C=CC=CC=2)CCCP(C2C=CC=CC=2)C2C=CC=CC=2)=CC=1.CO.CS(C)=O.C[CH2:54][O:55][C:56](C)=[O:57].CCCCCC. The catalyst is CC([O-])=O.CC([O-])=O.[Pd+2]. The product is [CH3:54][O:55][C:56]([C:13]1[CH:14]=[C:15]2[C:10](=[CH:11][CH:12]=1)[CH2:9][N:8]([C:6]([O:5][C:1]([CH3:4])([CH3:3])[CH3:2])=[O:7])[CH2:16]2)=[O:57]. The yield is 0.810. (6) The yield is 0.400. The catalyst is C(Cl)Cl. The reactants are [C:1]([O:4][CH2:5][C:6]([N:8]([C:20]1[CH:25]=[CH:24][C:23]([Cl:26])=[CH:22][CH:21]=1)[C@H:9]1[C:18]2[C:13](=[CH:14][CH:15]=[CH:16][CH:17]=2)[NH:12][C@@H:11]([CH3:19])[CH2:10]1)=[O:7])(=[O:3])[CH3:2].C(N(C(C)C)CC)(C)C.Cl[C:37]([C:39]1[CH:44]=[CH:43][C:42]([CH2:45][CH2:46][CH2:47][C:48]([CH3:54])([CH3:53])[C:49]([O:51][CH3:52])=[O:50])=[CH:41][CH:40]=1)=[O:38]. The product is [C:1]([O:4][CH2:5][C:6]([N:8]([C:20]1[CH:21]=[CH:22][C:23]([Cl:26])=[CH:24][CH:25]=1)[C@H:9]1[C:18]2[C:13](=[CH:14][CH:15]=[CH:16][CH:17]=2)[N:12]([C:37]([C:39]2[CH:44]=[CH:43][C:42]([CH2:45][CH2:46][CH2:47][C:48]([CH3:54])([CH3:53])[C:49]([O:51][CH3:52])=[O:50])=[CH:41][CH:40]=2)=[O:38])[C@@H:11]([CH3:19])[CH2:10]1)=[O:7])(=[O:3])[CH3:2]. (7) The reactants are [CH3:1][N:2]1[CH:6]=[C:5]([N+:7]([O-:9])=[O:8])[CH:4]=[N:3]1.C[Si](C)(C)[N-][Si](C)(C)C.[Li+].[Cl:20]C(Cl)(Cl)C(Cl)(Cl)Cl. The catalyst is C1COCC1. The product is [Cl:20][C:6]1[N:2]([CH3:1])[N:3]=[CH:4][C:5]=1[N+:7]([O-:9])=[O:8]. The yield is 0.200.